Dataset: Forward reaction prediction with 1.9M reactions from USPTO patents (1976-2016). Task: Predict the product of the given reaction. (1) Given the reactants C([Li])CCC.[CH3:6][C:7]1[C:11]([CH3:12])=[CH:10][S:9][CH:8]=1.CN([CH:16]=[O:17])C.Cl, predict the reaction product. The product is: [CH:16]([C:8]1[S:9][CH:10]=[C:11]([CH3:12])[C:7]=1[CH3:6])=[O:17]. (2) Given the reactants [F:1][C:2]1[CH:7]=[CH:6][C:5]([O:8][CH3:9])=[CH:4][C:3]=1[F:10].C([N-]C(C)C)(C)C.[Li+].CN(C)[CH:21]=[O:22], predict the reaction product. The product is: [F:10][C:3]1[C:2]([F:1])=[CH:7][CH:6]=[C:5]([O:8][CH3:9])[C:4]=1[CH:21]=[O:22]. (3) Given the reactants [Br:1][C:2]1[C:3]([NH:31][C@@H:32]2[CH2:36][CH2:35][N:34](C(OC(C)(C)C)=O)[CH2:33]2)=[N:4][C:5]([NH:11][C:12]2[CH:17]=[CH:16][C:15]([N:18]3[CH2:23][CH2:22][CH:21]([N:24]4[CH2:29][CH2:28][N:27]([CH3:30])[CH2:26][CH2:25]4)[CH2:20][CH2:19]3)=[CH:14][CH:13]=2)=[C:6]([C:8](=[O:10])[NH2:9])[N:7]=1.Cl.C(=O)([O-])[O-].[K+].[K+], predict the reaction product. The product is: [Br:1][C:2]1[N:7]=[C:6]([C:8]([NH2:9])=[O:10])[C:5]([NH:11][C:12]2[CH:17]=[CH:16][C:15]([N:18]3[CH2:23][CH2:22][CH:21]([N:24]4[CH2:25][CH2:26][N:27]([CH3:30])[CH2:28][CH2:29]4)[CH2:20][CH2:19]3)=[CH:14][CH:13]=2)=[N:4][C:3]=1[NH:31][C@@H:32]1[CH2:36][CH2:35][NH:34][CH2:33]1. (4) The product is: [CH3:1][C:2]1[C:7]([N+:8]([O-:10])=[O:9])=[C:6]([CH3:11])[CH:5]=[C:4]2[C:3]=1[CH2:12][CH2:13][CH2:14][C:15]2=[O:17]. Given the reactants [CH3:1][C:2]1[C:7]([N+:8]([O-:10])=[O:9])=[C:6]([CH3:11])[CH:5]=[CH:4][C:3]=1[CH2:12][CH2:13][CH2:14][C:15]([OH:17])=O, predict the reaction product. (5) Given the reactants [CH3:1][O:2][C:3]1[CH:4]=[C:5]([NH:16][C:17]2[N:22]=[C:21]([C:23](OCC)=[O:24])[CH:20]=[C:19]([CH2:28][O:29][CH2:30][C:31]([F:34])([F:33])[F:32])[N:18]=2)[CH:6]=[CH:7][C:8]=1[C:9]1[CH:14]=[C:13]([CH3:15])[N:12]=[N:11][CH:10]=1.[H-].C([Al+]CC(C)C)C(C)C.CO.O, predict the reaction product. The product is: [CH3:1][O:2][C:3]1[CH:4]=[C:5]([NH:16][C:17]2[N:22]=[C:21]([CH:23]=[O:24])[CH:20]=[C:19]([CH2:28][O:29][CH2:30][C:31]([F:34])([F:33])[F:32])[N:18]=2)[CH:6]=[CH:7][C:8]=1[C:9]1[CH:14]=[C:13]([CH3:15])[N:12]=[N:11][CH:10]=1. (6) Given the reactants [CH:1]1([CH2:6][C@H:7]([NH:17][C:18](=[O:24])[O:19][C:20]([CH3:23])([CH3:22])[CH3:21])[CH2:8][O:9][Si](C(C)(C)C)(C)C)[CH2:5][CH2:4][CH2:3][CH2:2]1.[N+](CCCC)(CCCC)(CCCC)CCCC.[F-].O, predict the reaction product. The product is: [CH:1]1([CH2:6][C@H:7]([NH:17][C:18](=[O:24])[O:19][C:20]([CH3:22])([CH3:21])[CH3:23])[CH2:8][OH:9])[CH2:2][CH2:3][CH2:4][CH2:5]1.